This data is from Catalyst prediction with 721,799 reactions and 888 catalyst types from USPTO. The task is: Predict which catalyst facilitates the given reaction. (1) Reactant: [Br:1][CH2:2][C:3](=[O:8])[C:4]([CH3:7])([CH3:6])[CH3:5].O[C:10]1[S:14][C:13](O)=[C:12](O)[C:11]=1O. Product: [Br-:1].[O:8]=[C:3]([C:4]([CH3:7])([CH3:6])[CH3:5])[CH2:2][S+:14]1[CH2:10][CH2:11][CH2:12][CH2:13]1. The catalyst class is: 21. (2) Reactant: [CH:1]1([O:5][C:6]2[C:14]([CH3:15])=[CH:13][CH:12]=[CH:11][C:7]=2[C:8]([OH:10])=O)[CH2:4][CH2:3][CH2:2]1.[CH2:16]([O:18][C:19]([C:21]1([NH2:32])[CH2:29][C:28]2[C:23](=[CH:24][CH:25]=[C:26]([C:30]#[N:31])[CH:27]=2)[CH2:22]1)=[O:20])[CH3:17].CN(C(ON1N=NC2C=CC=NC1=2)=[N+](C)C)C.F[P-](F)(F)(F)(F)F.CCN(C(C)C)C(C)C. Product: [CH2:16]([O:18][C:19]([C:21]1([NH:32][C:8](=[O:10])[C:7]2[CH:11]=[CH:12][CH:13]=[C:14]([CH3:15])[C:6]=2[O:5][CH:1]2[CH2:2][CH2:3][CH2:4]2)[CH2:29][C:28]2[C:23](=[CH:24][CH:25]=[C:26]([C:30]#[N:31])[CH:27]=2)[CH2:22]1)=[O:20])[CH3:17]. The catalyst class is: 3. (3) Reactant: [N:1]1[CH:6]=[CH:5][CH:4]=[C:3]([NH:7][C:8](=[O:15])OCC(Cl)(Cl)Cl)[CH:2]=1.[F:16][C:17]1[CH:22]=[C:21]([F:23])[CH:20]=[CH:19][C:18]=1[C:24]1[CH:29]=[C:28]([N:30]2[CH2:35][CH2:34][NH:33][CH2:32][CH2:31]2)[N:27]=[CH:26][N:25]=1. Product: [F:16][C:17]1[CH:22]=[C:21]([F:23])[CH:20]=[CH:19][C:18]=1[C:24]1[N:25]=[CH:26][N:27]=[C:28]([N:30]2[CH2:31][CH2:32][N:33]([C:8]([NH:7][C:3]3[CH:2]=[N:1][CH:6]=[CH:5][CH:4]=3)=[O:15])[CH2:34][CH2:35]2)[CH:29]=1. The catalyst class is: 175. (4) Reactant: [Cl:1][C:2]1[C:7]([OH:8])=[CH:6][CH:5]=[CH:4][N:3]=1.[C:9]([O-])(O)=[O:10].[Na+].C=O.Cl. Product: [Cl:1][C:2]1[C:7]([OH:8])=[CH:6][CH:5]=[C:4]([CH2:9][OH:10])[N:3]=1. The catalyst class is: 6. (5) Reactant: [H-].[Na+].[O:3]1[CH:7]=[CH:6][CH:5]=[C:4]1[C@@H:8]([N:13]([CH3:21])[C:14](=[O:20])[O:15][C:16]([CH3:19])([CH3:18])[CH3:17])[C@H:9]([CH3:12])[CH2:10][OH:11].Br[CH2:23][C:24]([OH:26])=[O:25].[I-].[Na+]. Product: [C:16]([O:15][C:14]([N:13]([CH3:21])[C@H:8]([C:4]1[O:3][CH:7]=[CH:6][CH:5]=1)[C@H:9]([CH3:12])[CH2:10][O:11][CH2:23][C:24]([OH:26])=[O:25])=[O:20])([CH3:17])([CH3:19])[CH3:18]. The catalyst class is: 1.